Dataset: Retrosynthesis with 50K atom-mapped reactions and 10 reaction types from USPTO. Task: Predict the reactants needed to synthesize the given product. The reactants are: COC(=O)c1ccc(=O)n(Cc2ccc(F)cc2F)n1. Given the product O=c1ccc(CO)nn1Cc1ccc(F)cc1F, predict the reactants needed to synthesize it.